From a dataset of Catalyst prediction with 721,799 reactions and 888 catalyst types from USPTO. Predict which catalyst facilitates the given reaction. (1) Reactant: [F:1][C:2]1[CH:3]=[C:4]([N+:19]([O-:21])=[O:20])[C:5]([NH:9][C@H:10]([C:12]2[CH:17]=[CH:16][C:15]([F:18])=[CH:14][CH:13]=2)[CH3:11])=[N:6][C:7]=1F.CCN(C(C)C)C(C)C.[CH3:31][C:32]1[NH:36][N:35]=[C:34]([NH2:37])[CH:33]=1. Product: [F:1][C:2]1[C:7]([NH:37][C:34]2[CH:33]=[C:32]([CH3:31])[NH:36][N:35]=2)=[N:6][C:5]([NH:9][C@H:10]([C:12]2[CH:17]=[CH:16][C:15]([F:18])=[CH:14][CH:13]=2)[CH3:11])=[C:4]([N+:19]([O-:21])=[O:20])[CH:3]=1. The catalyst class is: 1. (2) Reactant: [C:1]([O:5][C:6]([NH:8][CH2:9]/[CH:10]=[C:11](/[C:19]1[N:20]=[C:21]([N:29]2[CH2:34][CH2:33][O:32][CH2:31][CH2:30]2)[S:22][C:23]=1[C:24]([O:26][CH2:27][CH3:28])=[O:25])\[C:12]1[CH:17]=[CH:16][C:15]([Cl:18])=[CH:14][CH:13]=1)=[O:7])([CH3:4])([CH3:3])[CH3:2].[H][H]. Product: [C:1]([O:5][C:6]([NH:8][CH2:9][CH2:10][CH:11]([C:19]1[N:20]=[C:21]([N:29]2[CH2:30][CH2:31][O:32][CH2:33][CH2:34]2)[S:22][C:23]=1[C:24]([O:26][CH2:27][CH3:28])=[O:25])[C:12]1[CH:17]=[CH:16][C:15]([Cl:18])=[CH:14][CH:13]=1)=[O:7])([CH3:2])([CH3:3])[CH3:4]. The catalyst class is: 421. (3) Reactant: Cl.NO.CC1[N:6]([C:11]2[N:16]=[CH:15][C:14]([C:17]3[CH:22]=[CH:21][C:20]([C:23]([C:28]4[N:33]=[CH:32][C:31]([C:34]5[N:39]=[N:38][C:37]([C:40]([OH:43])([CH3:42])[CH3:41])=[CH:36][CH:35]=5)=[CH:30][CH:29]=4)([CH3:27])[CH:24]([CH3:26])[CH3:25])=[CH:19][CH:18]=3)=[CH:13][N:12]=2)C(C)=CC=1.C(N(CC)CC)C.C(=O)(O)[O-].[Na+]. Product: [NH2:6][C:11]1[N:12]=[CH:13][C:14]([C:17]2[CH:18]=[CH:19][C:20]([C:23]([C:28]3[N:33]=[CH:32][C:31]([C:34]4[N:39]=[N:38][C:37]([C:40]([OH:43])([CH3:41])[CH3:42])=[CH:36][CH:35]=4)=[CH:30][CH:29]=3)([CH3:27])[CH:24]([CH3:25])[CH3:26])=[CH:21][CH:22]=2)=[CH:15][N:16]=1. The catalyst class is: 88.